Dataset: Forward reaction prediction with 1.9M reactions from USPTO patents (1976-2016). Task: Predict the product of the given reaction. (1) Given the reactants [C:1]1([C:11]2[N:12]=[N:13][S:14][C:15]=2[S:16][CH2:17][C:18]([O:20]C)=[O:19])[C:10]2[C:5](=[CH:6][CH:7]=[CH:8][CH:9]=2)[CH:4]=[CH:3][CH:2]=1.[OH-].[Na+], predict the reaction product. The product is: [C:1]1([C:11]2[N:12]=[N:13][S:14][C:15]=2[S:16][CH2:17][C:18]([OH:20])=[O:19])[C:10]2[C:5](=[CH:6][CH:7]=[CH:8][CH:9]=2)[CH:4]=[CH:3][CH:2]=1. (2) The product is: [C@@H:48]12[N:52]([CH2:2][CH2:3][NH:4][C@:5]34[CH2:40][CH2:39][C@@H:38]([C:41]([CH3:43])=[CH2:42])[C@@H:6]3[C@@H:7]3[C@@:20]([CH3:23])([CH2:21][CH2:22]4)[C@@:19]4([CH3:24])[C@@H:10]([C@:11]5([CH3:37])[C@@H:16]([CH2:17][CH2:18]4)[C:15]([CH3:26])([CH3:25])[C:14]([C:27]4[CH:36]=[CH:35][C:30]([C:31]([O:33][CH3:34])=[O:32])=[CH:29][CH:28]=4)=[CH:13][CH2:12]5)[CH2:9][CH2:8]3)[C@@H:44]([CH2:51][CH2:50][CH2:49]1)[CH2:45][O:46][CH2:47]2. Given the reactants Cl[CH2:2][CH2:3][NH:4][C@:5]12[CH2:40][CH2:39][C@@H:38]([C:41]([CH3:43])=[CH2:42])[C@@H:6]1[C@@H:7]1[C@@:20]([CH3:23])([CH2:21][CH2:22]2)[C@@:19]2([CH3:24])[C@@H:10]([C@:11]3([CH3:37])[C@@H:16]([CH2:17][CH2:18]2)[C:15]([CH3:26])([CH3:25])[C:14]([C:27]2[CH:36]=[CH:35][C:30]([C:31]([O:33][CH3:34])=[O:32])=[CH:29][CH:28]=2)=[CH:13][CH2:12]3)[CH2:9][CH2:8]1.[C@@H:44]12[NH:52][C@@H:48]([CH2:49][CH2:50][CH2:51]1)[CH2:47][O:46][CH2:45]2.CCN(C(C)C)C(C)C, predict the reaction product. (3) Given the reactants [CH:1]1([N:4]([CH3:12])[C:5]([C@@H:7]2[CH2:11][CH2:10][CH2:9][NH:8]2)=O)[CH2:3][CH2:2]1.B.Cl, predict the reaction product. The product is: [CH:1]1([N:4]([CH3:12])[CH2:5][C@@H:7]2[CH2:11][CH2:10][CH2:9][NH:8]2)[CH2:3][CH2:2]1. (4) Given the reactants [F:1][C:2]([F:27])([F:26])[C:3]1[CH:4]=[C:5]([NH:9][C:10](=[O:25])[CH2:11][C:12]([NH:14][C:15]2[CH:20]=[CH:19][CH:18]=[C:17]([C:21]([F:24])([F:23])[F:22])[CH:16]=2)=[O:13])[CH:6]=[CH:7][CH:8]=1.[CH2:28]([O:30][C:31]1[CH:38]=[CH:37][C:34]([CH:35]=O)=[CH:33][CH:32]=1)[CH3:29], predict the reaction product. The product is: [F:1][C:2]([F:26])([F:27])[C:3]1[CH:4]=[C:5]([NH:9][C:10](=[O:25])[C:11](=[CH:35][C:34]2[CH:37]=[CH:38][C:31]([O:30][CH2:28][CH3:29])=[CH:32][CH:33]=2)[C:12]([NH:14][C:15]2[CH:20]=[CH:19][CH:18]=[C:17]([C:21]([F:24])([F:23])[F:22])[CH:16]=2)=[O:13])[CH:6]=[CH:7][CH:8]=1. (5) Given the reactants C[O:2][C:3]([C:5]1[S:6][C:7]2[CH:8]([N:25]([CH3:27])[CH3:26])[CH2:9][O:10][C:11]3[CH:18]=[CH:17][C:16]([C:19]#[C:20][C:21]([OH:24])([CH3:23])[CH3:22])=[CH:15][C:12]=3[C:13]=2[N:14]=1)=O.CO.[NH3:30], predict the reaction product. The product is: [CH3:27][N:25]([CH3:26])[CH:8]1[C:7]2[S:6][C:5]([C:3]([NH2:30])=[O:2])=[N:14][C:13]=2[C:12]2[CH:15]=[C:16]([C:19]#[C:20][C:21]([OH:24])([CH3:23])[CH3:22])[CH:17]=[CH:18][C:11]=2[O:10][CH2:9]1.